This data is from Full USPTO retrosynthesis dataset with 1.9M reactions from patents (1976-2016). The task is: Predict the reactants needed to synthesize the given product. Given the product [Cl:1][C:2]1[N:3]=[C:4]([N:11]2[CH2:12][CH2:13][O:14][CH2:15][CH2:16]2)[C:5]2[S:10][C:9]([CH:31]=[O:32])=[N:8][C:6]=2[N:7]=1, predict the reactants needed to synthesize it. The reactants are: [Cl:1][C:2]1[N:3]=[C:4]([N:11]2[CH2:16][CH2:15][O:14][CH2:13][CH2:12]2)[C:5]2[S:10][CH:9]=[N:8][C:6]=2[N:7]=1.C([Li])CCC.CCCCCC.CN([CH:31]=[O:32])C.